Task: Predict the reaction yield, written as a fraction of the theoretical maximum amount of product (1.0 means a 100% yield; for example, 0.34 means a 34% yield).. Dataset: Reaction yield outcomes from USPTO patents with 853,638 reactions The reactants are [N:1]12[CH2:9][CH2:8][CH:5]([CH2:6][CH2:7]1)[NH:4][CH2:3][CH2:2]2.[Br:10][C:11]1[CH:12]=[CH:13][C:14]2[O:18][C:17](SC)=[N:16][C:15]=2[CH:21]=1. The catalyst is CC(O)C. The product is [Br:10][C:11]1[CH:12]=[CH:13][C:14]2[O:18][C:17]([N:4]3[CH:5]4[CH2:8][CH2:9][N:1]([CH2:7][CH2:6]4)[CH2:2][CH2:3]3)=[N:16][C:15]=2[CH:21]=1. The yield is 0.550.